This data is from Forward reaction prediction with 1.9M reactions from USPTO patents (1976-2016). The task is: Predict the product of the given reaction. (1) Given the reactants [NH:1]1[CH:5]=[CH:4][C:3]([N:6]2[C:14](=[O:15])[C:13]3[C:8](=[CH:9][CH:10]=[CH:11][CH:12]=3)[C:7]2=[O:16])=[N:2]1.Cl[CH2:18][C:19]1[CH:24]=[CH:23][CH:22]=[C:21]([F:25])[N:20]=1.C(=O)([O-])[O-].[K+].[K+], predict the reaction product. The product is: [F:25][C:21]1[N:20]=[C:19]([CH2:18][N:1]2[CH:5]=[CH:4][C:3]([N:6]3[C:14](=[O:15])[C:13]4[C:8](=[CH:9][CH:10]=[CH:11][CH:12]=4)[C:7]3=[O:16])=[N:2]2)[CH:24]=[CH:23][CH:22]=1. (2) Given the reactants I[C:2]1[CH:7]=[CH:6][C:5](/[CH:8]=[CH:9]/[CH2:10][N:11]2[CH2:16][CH2:15][CH:14]([CH3:17])[CH2:13][CH2:12]2)=[CH:4][CH:3]=1.[C:18]([C:20]1[CH:25]=[CH:24][C:23]([C:26]2[CH2:31][CH2:30][CH:29]([CH3:32])[CH2:28][CH:27]=2)=[CH:22][N:21]=1)#[CH:19], predict the reaction product. The product is: [CH3:32][CH:29]1[CH2:30][CH2:31][C:26]([C:23]2[CH:24]=[CH:25][C:20]([C:18]#[C:19][C:2]3[CH:7]=[CH:6][C:5](/[CH:8]=[CH:9]/[CH2:10][N:11]4[CH2:16][CH2:15][CH:14]([CH3:17])[CH2:13][CH2:12]4)=[CH:4][CH:3]=3)=[N:21][CH:22]=2)=[CH:27][CH2:28]1. (3) Given the reactants [Si]([O:8][C@H:9]([CH3:42])[C@@H:10]([NH:31][C:32]1[CH:39]=[CH:38][C:35]([C:36]#[N:37])=[C:34]([Cl:40])[C:33]=1[CH3:41])[C:11]1[O:12][C:13]([C:16]2[CH:21]=[CH:20][C:19]([F:22])=[C:18]([O:23][Si](C(C)(C)C)(C)C)[CH:17]=2)=[N:14][N:15]=1)(C(C)(C)C)(C)C.CCCC[N+](CCCC)(CCCC)CCCC.[F-], predict the reaction product. The product is: [Cl:40][C:34]1[C:33]([CH3:41])=[C:32]([NH:31][C@@H:10]([C:11]2[O:12][C:13]([C:16]3[CH:21]=[CH:20][C:19]([F:22])=[C:18]([OH:23])[CH:17]=3)=[N:14][N:15]=2)[C@H:9]([OH:8])[CH3:42])[CH:39]=[CH:38][C:35]=1[C:36]#[N:37]. (4) Given the reactants [CH3:1][C:2]1([CH3:64])[C@H:5]([C:6]([O:8][C@H:9]2[CH2:26][CH2:25][C@@:24]3([CH3:27])[C@@H:11]([CH2:12][CH2:13][C@:14]4([CH3:54])[C@@H:23]3[CH2:22][CH2:21][C@H:20]3[C@@:15]4([CH3:53])[CH2:16][CH2:17][C@@:18]4([C:34](=[O:52])[NH:35][C@H:36]5[CH2:39][C@@H:38]([C:40]([N:42]6[CH2:47][CH2:46][N:45]([CH2:48][CH3:49])[CH2:44][CH2:43]6)=[O:41])[C:37]5([CH3:51])[CH3:50])[CH2:30][CH2:29][C@@H:28]([C:31]([CH3:33])=[CH2:32])[C@@H:19]43)[C:10]2([CH3:56])[CH3:55])=[O:7])[CH2:4][C@@H:3]1[C:57]([O:59]C(C)(C)C)=[O:58].Cl.O1CCOCC1, predict the reaction product. The product is: [CH2:48]([N:45]1[CH2:44][CH2:43][N:42]([C:40]([C@@H:38]2[CH2:39][C@H:36]([NH:35][C:34]([C@:18]34[CH2:30][CH2:29][C@@H:28]([C:31]([CH3:33])=[CH2:32])[C@@H:19]3[C@@H:20]3[C@@:15]([CH3:53])([CH2:16][CH2:17]4)[C@@:14]4([CH3:54])[C@@H:23]([C@:24]5([CH3:27])[C@@H:11]([CH2:12][CH2:13]4)[C:10]([CH3:56])([CH3:55])[C@@H:9]([O:8][C:6]([C@@H:5]4[CH2:4][C@H:3]([C:57]([OH:59])=[O:58])[C:2]4([CH3:64])[CH3:1])=[O:7])[CH2:26][CH2:25]5)[CH2:22][CH2:21]3)=[O:52])[C:37]2([CH3:50])[CH3:51])=[O:41])[CH2:47][CH2:46]1)[CH3:49]. (5) Given the reactants C1(C)C=CC=CC=1.[Cl-:8].[Cl-].[CH2:10]([C:14]1([Zr+2:19]C2(CCCC)C=CC=C2)[CH:18]=[CH:17][CH:16]=[CH:15]1)[CH2:11][CH2:12][CH3:13].C=C, predict the reaction product. The product is: [CH3:13][CH2:12][CH2:11][CH2:10][C:14]1[CH:15]=[CH:16][CH2:17][C-:18]=1.[CH3:13][CH2:12][CH2:11][CH2:10][C:14]1[CH:15]=[CH:16][CH2:17][C-:18]=1.[Cl-:8].[Cl-:8].[Zr+4:19].